This data is from Forward reaction prediction with 1.9M reactions from USPTO patents (1976-2016). The task is: Predict the product of the given reaction. Given the reactants [Cl:1][C:2]1[S:6][C:5]([C:7]([NH:9][C:10]2([C:15]([O:17][CH3:18])=[O:16])[CH2:14][CH:13]=[CH:12][CH2:11]2)=[O:8])=[CH:4][CH:3]=1.ClC1C=CC=C(C(OO)=[O:27])C=1, predict the reaction product. The product is: [Cl:1][C:2]1[S:6][C:5]([C:7]([NH:9][C:10]2([C:15]([O:17][CH3:18])=[O:16])[CH2:14][CH:13]3[O:27][CH:12]3[CH2:11]2)=[O:8])=[CH:4][CH:3]=1.